From a dataset of Forward reaction prediction with 1.9M reactions from USPTO patents (1976-2016). Predict the product of the given reaction. (1) The product is: [Cl:1][C:2]1[N:10]([CH2:11][CH:12]=[CH2:13])[C:9]2[C:8](=[O:14])[N:7]([CH3:21])[C:6](=[O:15])[N:5]([CH2:16][CH2:17][CH2:18][CH2:19][CH3:20])[C:4]=2[N:3]=1. Given the reactants [Cl:1][C:2]1[N:10]([CH2:11][CH:12]=[CH2:13])[C:9]2[C:8](=[O:14])[NH:7][C:6](=[O:15])[N:5]([CH2:16][CH2:17][CH2:18][CH2:19][CH3:20])[C:4]=2[N:3]=1.[C:21](=O)([O-])[O-].[Cs+].[Cs+].IC, predict the reaction product. (2) Given the reactants [C:1]([NH:6][C@H:7]([C:29]([NH:31][CH2:32][CH2:33][S:34][C:35](=[O:40])[C:36]([CH3:39])([CH3:38])[CH3:37])=[O:30])[CH2:8][S:9]C(C1C=CC=CC=1)(C1C=CC=CC=1)C1C=CC=CC=1)(=[O:5])[CH:2]([CH3:4])[CH3:3].C(N[C@H](C(NCCSC(=O)C)=O)CS)(=O)C.C(Cl)Cl.CCOCC.C(Cl)(Cl)Cl, predict the reaction product. The product is: [C:1]([NH:6][C@H:7]([C:29]([NH:31][CH2:32][CH2:33][S:34][C:35](=[O:40])[C:36]([CH3:37])([CH3:39])[CH3:38])=[O:30])[CH2:8][SH:9])(=[O:5])[CH:2]([CH3:4])[CH3:3]. (3) Given the reactants [OH-].[Na+].[C:3]([C:8]1[CH:18]=[CH:17][C:11]([C:12]([O:14]CC)=[O:13])=[CH:10][CH:9]=1)#[C:4][CH2:5][CH2:6][CH3:7], predict the reaction product. The product is: [C:3]([C:8]1[CH:9]=[CH:10][C:11]([C:12]([OH:14])=[O:13])=[CH:17][CH:18]=1)#[C:4][CH2:5][CH2:6][CH3:7]. (4) Given the reactants I[C:2]1[C:3](=[O:7])[CH2:4][CH2:5][CH:6]=1.[Cl:8][C:9]1[CH:14]=[CH:13][C:12](B(O)O)=[CH:11][CH:10]=1.O1CCCC1.O, predict the reaction product. The product is: [Cl:8][C:9]1[CH:14]=[CH:13][C:12]([C:2]2[C:3](=[O:7])[CH2:4][CH2:5][CH:6]=2)=[CH:11][CH:10]=1.